This data is from Forward reaction prediction with 1.9M reactions from USPTO patents (1976-2016). The task is: Predict the product of the given reaction. (1) Given the reactants [H-].[Na+].[NH:3]1[CH:7]=[CH:6][N:5]=[CH:4]1.[CH3:8][Si:9]([CH3:16])([CH3:15])[CH2:10][CH2:11][O:12][CH2:13]Cl, predict the reaction product. The product is: [CH3:8][Si:9]([CH3:16])([CH3:15])[CH2:10][CH2:11][O:12][CH2:13][N:3]1[CH:7]=[CH:6][N:5]=[CH:4]1. (2) Given the reactants [CH2:1]([Si:3]([CH2:17][CH3:18])([CH2:15][CH3:16])[O:4][C@@H:5]1[C@@H:12]([CH2:13][OH:14])[O:11][CH2:10][CH2:9][C@@:6]21[O:8][CH2:7]2)[CH3:2].C[N+]1([O-])CCOCC1, predict the reaction product. The product is: [CH2:15]([Si:3]([CH2:1][CH3:2])([CH2:17][CH3:18])[O:4][C@@H:5]1[C@@H:12]([CH:13]=[O:14])[O:11][CH2:10][CH2:9][C@@:6]21[O:8][CH2:7]2)[CH3:16].